Dataset: NCI-60 drug combinations with 297,098 pairs across 59 cell lines. Task: Regression. Given two drug SMILES strings and cell line genomic features, predict the synergy score measuring deviation from expected non-interaction effect. Drug 1: COC1=CC(=CC(=C1O)OC)C2C3C(COC3=O)C(C4=CC5=C(C=C24)OCO5)OC6C(C(C7C(O6)COC(O7)C8=CC=CS8)O)O. Drug 2: C1=NC2=C(N1)C(=S)N=CN2. Cell line: NCI-H460. Synergy scores: CSS=49.3, Synergy_ZIP=1.14, Synergy_Bliss=3.01, Synergy_Loewe=-8.52, Synergy_HSA=5.22.